Dataset: Forward reaction prediction with 1.9M reactions from USPTO patents (1976-2016). Task: Predict the product of the given reaction. (1) Given the reactants [NH2:1][C:2]1[N:3]([CH2:18][CH3:19])[C:4]2[C:9]([C:10](=[O:16])[C:11]=1[C:12]([NH:14][CH3:15])=[O:13])=[CH:8][CH:7]=[C:6](Cl)[N:5]=2.[CH:20]1([CH:25]([OH:28])[C:26]#[CH:27])[CH2:24][CH2:23][CH2:22][CH2:21]1, predict the reaction product. The product is: [NH2:1][C:2]1[N:3]([CH2:18][CH3:19])[C:4]2[C:9]([C:10](=[O:16])[C:11]=1[C:12]([NH:14][CH3:15])=[O:13])=[CH:8][CH:7]=[C:6]([C:27]#[C:26][CH:25]([CH:20]1[CH2:24][CH2:23][CH2:22][CH2:21]1)[OH:28])[N:5]=2. (2) Given the reactants [CH2:1]([O:3][C:4]1[CH:29]=[CH:28][C:7]([CH2:8][C:9]2[N:13]([CH2:14][CH2:15][N:16]([CH2:19][CH3:20])[CH2:17][CH3:18])[C:12]3[CH:21]=[CH:22][C:23]([N+:25]([O-])=O)=[CH:24][C:11]=3[N:10]=2)=[CH:6][CH:5]=1)[CH3:2].[C:30]([N:38]=[C:39]=[S:40])(=[O:37])[C:31]1[CH:36]=[CH:35][CH:34]=[CH:33][CH:32]=1, predict the reaction product. The product is: [CH2:17]([N:16]([CH2:19][CH3:20])[CH2:15][CH2:14][N:13]1[C:12]2[CH:21]=[CH:22][C:23]([NH:25][C:39]([NH:38][C:30](=[O:37])[C:31]3[CH:32]=[CH:33][CH:34]=[CH:35][CH:36]=3)=[S:40])=[CH:24][C:11]=2[N:10]=[C:9]1[CH2:8][C:7]1[CH:28]=[CH:29][C:4]([O:3][CH2:1][CH3:2])=[CH:5][CH:6]=1)[CH3:18]. (3) Given the reactants [CH2:1]([O:3][C:4](=[O:15])[CH2:5][CH2:6][C:7]1[CH:12]=[CH:11][CH:10]=[C:9]([NH:13][NH2:14])[CH:8]=1)[CH3:2].[Cl:16][C:17]1[CH:22]=[CH:21][C:20]([NH:23][C:24]([NH:26][C:27](OCC)=[CH:28][C:29](=O)[C:30]2[CH:35]=[CH:34][CH:33]=[CH:32][CH:31]=2)=[O:25])=[CH:19][CH:18]=1, predict the reaction product. The product is: [CH2:1]([O:3][C:4](=[O:15])[CH2:5][CH2:6][C:7]1[CH:12]=[CH:11][CH:10]=[C:9]([N:13]2[C:27]([NH:26][C:24]([NH:23][C:20]3[CH:21]=[CH:22][C:17]([Cl:16])=[CH:18][CH:19]=3)=[O:25])=[CH:28][C:29]([C:30]3[CH:35]=[CH:34][CH:33]=[CH:32][CH:31]=3)=[N:14]2)[CH:8]=1)[CH3:2]. (4) Given the reactants Br[C:2]1[CH:3]=[CH:4][C:5]([Cl:8])=[N:6][CH:7]=1.CON(C)[C:12](=[O:14])[CH3:13], predict the reaction product. The product is: [Cl:8][C:5]1[N:6]=[CH:7][C:2]([C:12](=[O:14])[CH3:13])=[CH:3][CH:4]=1. (5) Given the reactants [CH3:1][O:2][C:3]([C:5]1[C:14]2[C:9](=[CH:10][CH:11]=[C:12]([OH:16])[C:13]=2[F:15])[N:8]=[CH:7][C:6]=1[O:17][C:18](=[O:20])[CH3:19])=[O:4].[C:21]1(P(C2C=CC=CC=2)C2C=CC=CC=2)C=CC=CC=1.N(C(OCC)=O)=NC(OCC)=O, predict the reaction product. The product is: [CH3:1][O:2][C:3]([C:5]1[C:14]2[C:9](=[CH:10][CH:11]=[C:12]([O:16][CH3:21])[C:13]=2[F:15])[N:8]=[CH:7][C:6]=1[O:17][C:18](=[O:20])[CH3:19])=[O:4].